This data is from Forward reaction prediction with 1.9M reactions from USPTO patents (1976-2016). The task is: Predict the product of the given reaction. Given the reactants [CH3:1][O:2][C:3]([C:5]1[CH:14]=[C:13]([OH:15])[C:12]2[C:7](=[C:8]([O:18]CC3C=CC=CC=3)[CH:9]=[CH:10][C:11]=2[CH2:16][OH:17])[N:6]=1)=[O:4].C(OCC)(=O)C.CO, predict the reaction product. The product is: [CH3:1][O:2][C:3]([C:5]1[CH:14]=[C:13]([OH:15])[C:12]2[C:7](=[C:8]([OH:18])[CH:9]=[CH:10][C:11]=2[CH2:16][OH:17])[N:6]=1)=[O:4].